This data is from Full USPTO retrosynthesis dataset with 1.9M reactions from patents (1976-2016). The task is: Predict the reactants needed to synthesize the given product. (1) Given the product [Br:1][C:2]1[CH:3]=[CH:4][C:5]2[O:14][C:13]3[C:12](=[O:15])[NH:11][C:10]([CH2:16][N:17]4[CH2:21][CH2:20][CH:19]([C:22]([NH:38][CH2:37][C:36]5[CH:39]=[CH:40][CH:41]=[CH:42][C:35]=5[Cl:34])=[O:24])[CH2:18]4)=[N:9][C:8]=3[C:6]=2[CH:7]=1, predict the reactants needed to synthesize it. The reactants are: [Br:1][C:2]1[CH:3]=[CH:4][C:5]2[O:14][C:13]3[C:12](=[O:15])[NH:11][C:10]([CH2:16][N:17]4[CH2:21][CH2:20][CH:19]([C:22]([OH:24])=O)[CH2:18]4)=[N:9][C:8]=3[C:6]=2[CH:7]=1.C(N(C(C)C)CC)(C)C.[Cl:34][C:35]1[CH:42]=[CH:41][CH:40]=[CH:39][C:36]=1[CH2:37][NH2:38].CN(C(ON1N=NC2C=CC=NC1=2)=[N+](C)C)C.F[P-](F)(F)(F)(F)F. (2) The reactants are: [C:9](O[C:9]([O:11][C:12]([CH3:15])([CH3:14])[CH3:13])=[O:10])([O:11][C:12]([CH3:15])([CH3:14])[CH3:13])=[O:10].[Br:16][C:17]1[CH:30]=[CH:29][CH:28]=[C:27]2[C:18]=1[S:19][C:20]1[CH:21]=[CH:22][C:23]([NH2:31])=[CH:24][C:25]=1[CH2:26]2. Given the product [C:12]([O:11][C:9](=[O:10])[NH:31][C:23]1[CH:22]=[CH:21][C:20]2[S:19][C:18]3[C:27](=[CH:28][CH:29]=[CH:30][C:17]=3[Br:16])[CH2:26][C:25]=2[CH:24]=1)([CH3:13])([CH3:14])[CH3:15], predict the reactants needed to synthesize it. (3) Given the product [CH3:40][CH:35]([C:30]1[CH:29]=[CH:34][CH:33]=[CH:32][C:31]=1[NH:17][C:15]([C:9]1[C:10]([CH3:14])=[N:11][N:12]([CH3:13])[C:8]=1[F:7])=[O:16])[CH2:36][CH:37]([CH3:38])[CH3:39], predict the reactants needed to synthesize it. The reactants are: C([O-])([O-])=O.[K+].[K+].[F:7][C:8]1[N:12]([CH3:13])[N:11]=[C:10]([CH3:14])[C:9]=1[C:15]([NH2:17])=[O:16].CNC1CCCCC1NC.Br[C:29]1[CH:34]=[CH:33][CH:32]=[CH:31][C:30]=1[CH:35]([CH3:40])[CH2:36][CH:37]([CH3:39])[CH3:38].C(N(CC(O)=O)CC(O)=O)CN(CC(O)=O)CC(O)=O.